From a dataset of Reaction yield outcomes from USPTO patents with 853,638 reactions. Predict the reaction yield, written as a fraction of the theoretical maximum amount of product (1.0 means a 100% yield; for example, 0.34 means a 34% yield). The reactants are [Cl:1][C:2]1[CH:7]=[C:6]([Cl:8])[CH:5]=[CH:4][C:3]=1[CH:9]([OH:34])[C:10]1[N:14]([CH2:15][CH2:16][NH:17][C:18](=[O:24])[O:19][C:20]([CH3:23])([CH3:22])[CH3:21])[C:13]2[C:25]([N:29]([CH2:32][CH3:33])[CH2:30][CH3:31])=[CH:26][CH:27]=[CH:28][C:12]=2[N:11]=1. The catalyst is O1CCCC1.[O-2].[Mn+4].[O-2]. The product is [Cl:1][C:2]1[CH:7]=[C:6]([Cl:8])[CH:5]=[CH:4][C:3]=1[C:9]([C:10]1[N:14]([CH2:15][CH2:16][NH:17][C:18](=[O:24])[O:19][C:20]([CH3:23])([CH3:22])[CH3:21])[C:13]2[C:25]([N:29]([CH2:32][CH3:33])[CH2:30][CH3:31])=[CH:26][CH:27]=[CH:28][C:12]=2[N:11]=1)=[O:34]. The yield is 0.810.